From a dataset of Experimentally validated miRNA-target interactions with 360,000+ pairs, plus equal number of negative samples. Binary Classification. Given a miRNA mature sequence and a target amino acid sequence, predict their likelihood of interaction. (1) The miRNA is hsa-miR-4730 with sequence CUGGCGGAGCCCAUUCCAUGCCA. The protein sequence of the target gene is MEALGPGGDRASPASSTSSLDLWHLSMRADSAYSSFSAASGGPEPRTQSPGTDLLPYLDWDYVRVVWGGPGPAPPDAALCTSPRPRPAVAARSGPQPTEVPGTPGPLNRQATPLLYALAAEAEAAAQAAEPPSPPASRAAYRQRLQGAQRRVLRETSFQRKELRMSLPARLRPTVPARPPATHPRSASLSHPGGEGEPARSRAPAPGTAGRGPLANQQRKWCFSEPGKLDRVGRGGGPARECLGEACSSSGLPGPEPLEFQHPALAKFEDHEVGWLPETQPQGSMNLDSGSLKLGDAFRP.... Result: 0 (no interaction). (2) The protein sequence of the target gene is MPGPLRSLEMESLQFRDVAVEFSLEEWHCLDTAQQNLYRDVMLENYRHLVFLGIIVSKPDLITCLEQGIKPLTMKRHEMIAKPPVVCSHFAQDLWPEQSIKDSYQKVILRKFEKCGHGNLHFKKGCESVDECKLHKRGYNGLNQCLTTTQSKIFQCGKYVKVFHQFSNSKRHKRRHTEKKPLKYIEGDKAFNQSSTHTTHKKIDTGEKPYKCEECGKAFNRSSHLTTHKITHTREKPYKCEECGKVFKYFSSFTTHKKIHSGEKPYICEECGKAFMYPYTLTTHKIIHTGEQPYKCKECD.... The miRNA is hsa-miR-1178-3p with sequence UUGCUCACUGUUCUUCCCUAG. Result: 1 (interaction).